Dataset: Reaction yield outcomes from USPTO patents with 853,638 reactions. Task: Predict the reaction yield, written as a fraction of the theoretical maximum amount of product (1.0 means a 100% yield; for example, 0.34 means a 34% yield). (1) The reactants are [NH:1]1[C:5]2[CH:6]=[CH:7][CH:8]=[CH:9][C:4]=2[N:3]=[CH:2]1.C(=O)([O-])[O-].[K+].[K+].[Br:16][C:17]1[CH:22]=[C:21]([CH2:23]Br)[CH:20]=[CH:19][C:18]=1[O:25][CH3:26]. The catalyst is CN(C=O)C. The product is [Br:16][C:17]1[CH:22]=[C:21]([CH:20]=[CH:19][C:18]=1[O:25][CH3:26])[CH2:23][N:1]1[C:5]2[CH:6]=[CH:7][CH:8]=[CH:9][C:4]=2[N:3]=[CH:2]1. The yield is 0.480. (2) The reactants are Br[C:2]1[CH:3]=[CH:4][C:5]([CH3:8])=[N:6][CH:7]=1.[Li]CCCC.CN([CH:17]=[O:18])C. The catalyst is C1COCC1. The product is [CH3:8][C:5]1[CH:4]=[CH:3][C:2]([CH:17]=[O:18])=[CH:7][N:6]=1. The yield is 0.720. (3) The reactants are [Br:1][C:2]1[CH:3]=[CH:4][C:5]([Cl:11])=[C:6]([CH:10]=1)[C:7]([OH:9])=O.C(Cl)(=O)C(Cl)=O.[Cl-].[Cl-].[Cl-].[Al+3].[F:22][C:23]1[CH:28]=[CH:27][CH:26]=[C:25]([F:29])[C:24]=1[O:30]C. The product is [Br:1][C:2]1[CH:3]=[CH:4][C:5]([Cl:11])=[C:6]([C:7]([C:27]2[CH:28]=[C:23]([F:22])[C:24]([OH:30])=[C:25]([F:29])[CH:26]=2)=[O:9])[CH:10]=1. The catalyst is ClCCl.CN(C)C=O. The yield is 0.300. (4) The reactants are C([NH:8][C:9]1[C:10]([CH3:28])=[C:11]([CH3:27])[C:12]2[O:16][CH:15]=[C:14]([C:17]3[CH:22]=[CH:21][C:20]([CH2:23][CH3:24])=[CH:19][CH:18]=3)[C:13]=2[C:25]=1[CH3:26])C1C=CC=CC=1. The catalyst is C(OCC)(=O)C.CCCCCC. The product is [CH2:23]([C:20]1[CH:21]=[CH:22][C:17]([C:14]2[C:13]3[C:25]([CH3:26])=[C:9]([NH2:8])[C:10]([CH3:28])=[C:11]([CH3:27])[C:12]=3[O:16][CH:15]=2)=[CH:18][CH:19]=1)[CH3:24]. The yield is 0.850. (5) The reactants are [OH:1][CH2:2][CH2:3][O:4][CH:5]1[CH2:10][CH2:9][N:8]([C:11]([O:13][C:14]([CH3:17])([CH3:16])[CH3:15])=[O:12])[CH2:7][CH2:6]1.O[N:19]1[C:23](=[O:24])[C:22]2=[CH:25][CH:26]=[CH:27][CH:28]=[C:21]2[C:20]1=[O:29].C1(P(C2C=CC=CC=2)C2C=CC=CC=2)C=CC=CC=1.CC(OC(/N=N/C(OC(C)C)=O)=O)C. The catalyst is C1COCC1. The product is [O:29]=[C:20]1[C:21]2[C:22](=[CH:25][CH:26]=[CH:27][CH:28]=2)[C:23](=[O:24])[N:19]1[O:1][CH2:2][CH2:3][O:4][CH:5]1[CH2:10][CH2:9][N:8]([C:11]([O:13][C:14]([CH3:17])([CH3:16])[CH3:15])=[O:12])[CH2:7][CH2:6]1. The yield is 0.480. (6) The reactants are C(O[C:4]([C:6]1[C:7](=[O:25])[C@@:8]([CH2:17][C:18]2[CH:23]=[CH:22][C:21]([F:24])=[CH:20][CH:19]=2)([CH3:16])[N:9]2[C:13]([C:14]=1[OH:15])=[CH:12][CH:11]=[CH:10]2)=O)C.[NH2:26][C:27]1[CH:32]=[CH:31][C:30]([NH:33][S:34]([CH3:37])(=[O:36])=[O:35])=[CH:29][C:28]=1[S:38]([NH2:41])(=[O:40])=[O:39].N12CCCN=C1CCCCC2. The catalyst is N1C=CC=CC=1. The product is [F:24][C:21]1[CH:22]=[CH:23][C:18]([CH2:17][C@@:8]2([CH3:16])[C:7](=[O:25])[C:6]([C:4]3[NH:26][C:27]4[CH:32]=[CH:31][C:30]([NH:33][S:34]([CH3:37])(=[O:35])=[O:36])=[CH:29][C:28]=4[S:38](=[O:40])(=[O:39])[N:41]=3)=[C:14]([OH:15])[C:13]3[N:9]2[CH:10]=[CH:11][CH:12]=3)=[CH:19][CH:20]=1. The yield is 0.104.